This data is from Reaction yield outcomes from USPTO patents with 853,638 reactions. The task is: Predict the reaction yield, written as a fraction of the theoretical maximum amount of product (1.0 means a 100% yield; for example, 0.34 means a 34% yield). (1) The reactants are C(OC(=O)[NH:7][C:8]1[C:17]2[C:12](=[CH:13][CH:14]=[CH:15][CH:16]=2)[C:11]([C:18]2[O:22][CH:21]=[N:20][CH:19]=2)=[CH:10][CH:9]=1)(C)(C)C. The catalyst is FC(F)(F)C(O)=O. The product is [O:22]1[C:18]([C:11]2[C:12]3[C:17](=[CH:16][CH:15]=[CH:14][CH:13]=3)[C:8]([NH2:7])=[CH:9][CH:10]=2)=[CH:19][N:20]=[CH:21]1. The yield is 0.990. (2) The reactants are [F:1][C:2]1[CH:3]=[C:4]([C:9]2[C:17]3[C:12](=[CH:13][C:14]([OH:18])=[CH:15][CH:16]=3)[C:11](=[O:19])[C:10]=2[C:20]2[CH:21]=[N:22][CH:23]=[CH:24][CH:25]=2)[CH:5]=[C:6]([F:8])[CH:7]=1.BrC1[C:28](=[O:43])[C:29]2C(C=1C1C=CC=CC=1)=C[CH:32]=[C:31](O)[CH:30]=2.O1CCCC1CO.C1C=CC(P(C2C=CC=CC=2)C2C=CC=CC=2)=CC=1.CC(OC(/N=N/C(OC(C)C)=O)=O)C. No catalyst specified. The product is [F:8][C:6]1[CH:5]=[C:4]([C:9]2[C:17]3[C:12](=[CH:13][C:14]([O:18][CH2:32][CH:31]4[CH2:30][CH2:29][CH2:28][O:43]4)=[CH:15][CH:16]=3)[C:11](=[O:19])[C:10]=2[C:20]2[CH:21]=[N:22][CH:23]=[CH:24][CH:25]=2)[CH:3]=[C:2]([F:1])[CH:7]=1. The yield is 0.0700. (3) The reactants are [CH3:1][O:2][C:3]1[CH:4]=[C:5]([CH:7]=[C:8]([O:12][CH3:13])[C:9]=1[O:10][CH3:11])[NH2:6].Cl[C:15]1[N:20]=[C:19]([NH:21][C:22]2[C:30]3[O:29][CH2:28][O:27][C:26]=3[CH:25]=[CH:24][C:23]=2[Cl:31])[CH:18]=[CH:17][N:16]=1.CC(N(C)C)=O.Cl. The catalyst is C(O)CCC.C(OCC)C. The product is [Cl:31][C:23]1[CH:24]=[CH:25][C:26]2[O:27][CH2:28][O:29][C:30]=2[C:22]=1[NH:21][C:19]1[CH:18]=[CH:17][N:16]=[C:15]([NH:6][C:5]2[CH:7]=[C:8]([O:12][CH3:13])[C:9]([O:10][CH3:11])=[C:3]([O:2][CH3:1])[CH:4]=2)[N:20]=1. The yield is 0.230. (4) The reactants are [I:1][C:2]1[C:6]([C:7]([O:9][CH2:10][CH3:11])=[O:8])=[CH:5][NH:4][N:3]=1.[O:12]1[CH:17]=[CH:16][CH2:15][CH2:14][CH2:13]1.CC1C=CC(S(O)(=O)=O)=CC=1. The catalyst is C1COCC1. The product is [I:1][C:2]1[C:6]([C:7]([O:9][CH2:10][CH3:11])=[O:8])=[CH:5][N:4]([CH:13]2[CH2:14][CH2:15][CH2:16][CH2:17][O:12]2)[N:3]=1. The yield is 0.910. (5) The reactants are [NH2:1][C:2]1[C:3]([C:9]([O:11]C)=[O:10])=[N:4][C:5]([Br:8])=[CH:6][N:7]=1.[OH-].[Li+].Cl. The catalyst is CO.O. The product is [NH2:1][C:2]1[C:3]([C:9]([OH:11])=[O:10])=[N:4][C:5]([Br:8])=[CH:6][N:7]=1. The yield is 0.990. (6) The reactants are [NH2:1][C:2]1[CH:7]=[CH:6][CH:5]=[CH:4][C:3]=1[N:8]1[C:12]2[CH:13]=[CH:14][CH:15]=[CH:16][C:11]=2[NH:10][C:9]1=O. The catalyst is O. The product is [CH:13]1[C:12]2[N:8]3[C:3]4[CH:4]=[CH:5][CH:6]=[CH:7][C:2]=4[NH:1][C:9]3=[N:10][C:11]=2[CH:16]=[CH:15][CH:14]=1. The yield is 0.890.